This data is from Reaction yield outcomes from USPTO patents with 853,638 reactions. The task is: Predict the reaction yield, written as a fraction of the theoretical maximum amount of product (1.0 means a 100% yield; for example, 0.34 means a 34% yield). The reactants are C[Si]([N-][Si](C)(C)C)(C)C.[Na+].[Cl:11][C:12]1[CH:13]=[C:14]([F:19])[C:15](F)=[N:16][CH:17]=1.[C:20](#[N:24])[CH:21]([CH3:23])[CH3:22].[Cl-].[NH4+]. The catalyst is C1(C)C=CC=CC=1. The product is [Cl:11][C:12]1[CH:13]=[C:14]([F:19])[C:15]([C:21]([CH3:23])([CH3:22])[C:20]#[N:24])=[N:16][CH:17]=1. The yield is 0.950.